Dataset: CYP3A4 inhibition data for predicting drug metabolism from PubChem BioAssay. Task: Regression/Classification. Given a drug SMILES string, predict its absorption, distribution, metabolism, or excretion properties. Task type varies by dataset: regression for continuous measurements (e.g., permeability, clearance, half-life) or binary classification for categorical outcomes (e.g., BBB penetration, CYP inhibition). Dataset: cyp3a4_veith. (1) The molecule is CCCOc1ccc(C(=O)NNC(=S)NC(=O)c2cc(-c3ccccc3)nc3ccccc23)cc1. The result is 1 (inhibitor). (2) The compound is Cc1ccc(=O)n(-c2ccccc2)c1. The result is 0 (non-inhibitor). (3) The compound is CC(C)CC(=O)Nc1ccccc1-c1nnn(CC(=O)N2CCc3ccccc3C2)n1. The result is 0 (non-inhibitor). (4) The drug is Cn1c(=O)c(-c2ccc(F)cc2)nc2cnc(Nc3ccccc3)nc21. The result is 0 (non-inhibitor).